From a dataset of Peptide-MHC class II binding affinity with 134,281 pairs from IEDB. Regression. Given a peptide amino acid sequence and an MHC pseudo amino acid sequence, predict their binding affinity value. This is MHC class II binding data. (1) The MHC is HLA-DQA10501-DQB10301 with pseudo-sequence HLA-DQA10501-DQB10301. The peptide sequence is AALAAAAGVPPADKY. The binding affinity (normalized) is 0.957. (2) The peptide sequence is MTSLALVGAALHPFA. The MHC is DRB4_0103 with pseudo-sequence DRB4_0103. The binding affinity (normalized) is 0.808. (3) The binding affinity (normalized) is 0.0946. The MHC is DRB1_0901 with pseudo-sequence DRB1_0901. The peptide sequence is TDISEMGANFKADRV.